From a dataset of Forward reaction prediction with 1.9M reactions from USPTO patents (1976-2016). Predict the product of the given reaction. Given the reactants Br[C:2]1[CH:9]=[CH:8][C:5]([CH:6]=[O:7])=[CH:4][CH:3]=1.[C:10](=[O:15])([O:12][CH2:13][CH3:14])[NH2:11].C(=O)([O-])[O-].[Cs+].[Cs+], predict the reaction product. The product is: [CH2:13]([O:12][C:10](=[O:15])[NH:11][C:2]1[CH:9]=[CH:8][C:5]([CH:6]=[O:7])=[CH:4][CH:3]=1)[CH3:14].